From a dataset of Full USPTO retrosynthesis dataset with 1.9M reactions from patents (1976-2016). Predict the reactants needed to synthesize the given product. (1) Given the product [CH2:1]([N:5]1[CH2:10][CH2:9][N:8]([C:11]2[N:16]=[CH:15][C:14]([NH:17][C:26]([NH:25][CH2:28][CH2:29][CH3:30])=[O:27])=[CH:13][CH:12]=2)[CH2:7][CH2:6]1)[CH3:2], predict the reactants needed to synthesize it. The reactants are: [CH2:1]([N:5]1[CH2:10][CH2:9][N:8]([C:11]2[N:16]=[CH:15][C:14]([NH2:17])=[CH:13][CH:12]=2)[CH2:7][CH2:6]1)[CH:2](C)C.C(N(CC)CC)C.[N:25]([CH2:28][CH2:29][CH3:30])=[C:26]=[O:27]. (2) Given the product [F:28][C:25]1[CH:26]=[CH:27][C:22]([C:21]([NH:20][C:17]2[CH:18]=[CH:19][C:14]([CH2:13][NH:12][C:10]3[C:9]4[C:4](=[CH:5][C:6]([CH3:30])=[CH:7][CH:8]=4)[N:3]=[C:2]([N:31]4[CH2:36][CH2:35][CH2:34][CH2:33][CH2:32]4)[N:11]=3)=[CH:15][CH:16]=2)=[O:29])=[CH:23][CH:24]=1, predict the reactants needed to synthesize it. The reactants are: Cl[C:2]1[N:11]=[C:10]([NH:12][CH2:13][C:14]2[CH:19]=[CH:18][C:17]([NH:20][C:21](=[O:29])[C:22]3[CH:27]=[CH:26][C:25]([F:28])=[CH:24][CH:23]=3)=[CH:16][CH:15]=2)[C:9]2[C:4](=[CH:5][C:6]([CH3:30])=[CH:7][CH:8]=2)[N:3]=1.[NH:31]1[CH2:36][CH2:35][CH2:34][CH2:33][CH2:32]1. (3) Given the product [F:19][C:18]([F:21])([F:20])[C:15]1[CH:16]=[CH:17][C:12]([O:11][C:8]2[CH:9]=[CH:10][C:5]([O:4][C:2]([N:35]3[CH2:34][CH2:33][CH:32]([CH2:31][N:30]([CH2:23][C:24]4[CH:25]=[CH:26][CH:27]=[CH:28][CH:29]=4)[CH3:38])[CH2:37][CH2:36]3)=[O:3])=[CH:6][CH:7]=2)=[N:13][CH:14]=1, predict the reactants needed to synthesize it. The reactants are: Cl[C:2]([O:4][C:5]1[CH:10]=[CH:9][C:8]([O:11][C:12]2[CH:17]=[CH:16][C:15]([C:18]([F:21])([F:20])[F:19])=[CH:14][N:13]=2)=[CH:7][CH:6]=1)=[O:3].Cl.[CH2:23]([N:30]([CH3:38])[CH2:31][CH:32]1[CH2:37][CH2:36][NH:35][CH2:34][CH2:33]1)[C:24]1[CH:29]=[CH:28][CH:27]=[CH:26][CH:25]=1.C(NC(C)C)(C)C. (4) Given the product [OH:28][CH2:27][CH2:26][N:23]([C:2]1[C:14]([N+:15]([O-:17])=[O:16])=[CH:13][C:12]([N+:18]([O-:20])=[O:19])=[CH:11][C:3]=1[C:4]([O:6][C:7]([CH3:10])([CH3:9])[CH3:8])=[O:5])[CH2:24][CH2:25][Cl:22], predict the reactants needed to synthesize it. The reactants are: Cl[C:2]1[C:14]([N+:15]([O-:17])=[O:16])=[CH:13][C:12]([N+:18]([O-:20])=[O:19])=[CH:11][C:3]=1[C:4]([O:6][C:7]([CH3:10])([CH3:9])[CH3:8])=[O:5].[Li+].[Cl-:22].[N:23]1([CH2:26][CH2:27][OH:28])[CH2:25][CH2:24]1. (5) Given the product [F:1][C:2]1[CH:7]=[C:6]([F:8])[CH:5]=[CH:4][C:3]=1[CH2:9][C:10]([N:14]([CH3:13])[C@H:15]1[CH2:34][N:19]2[C:20]3[C:25]([C:26]([CH2:27][C:28]([OH:30])=[O:29])=[C:18]2[CH2:17][CH2:16]1)=[CH:24][CH:23]=[CH:22][CH:21]=3)=[O:12], predict the reactants needed to synthesize it. The reactants are: [F:1][C:2]1[CH:7]=[C:6]([F:8])[CH:5]=[CH:4][C:3]=1[CH2:9][C:10]([OH:12])=O.[CH3:13][NH:14][C@H:15]1[CH2:34][N:19]2[C:20]3[C:25]([C:26]([CH2:27][C:28]([O:30]CCC)=[O:29])=[C:18]2[CH2:17][CH2:16]1)=[CH:24][CH:23]=[CH:22][CH:21]=3. (6) Given the product [CH:39]1([C:42]([N:44]2[CH2:49][CH2:48][N:47]([C:50]([C:52]3[CH:69]=[CH:68][C:55]([CH:56]4[CH:6]([C:7]5[CH:8]=[CH:9][CH:10]=[CH:2][CH:3]=5)[C:60](=[O:61])[C:59]5[C:63]([C:62]([O:16][CH3:15])=[O:67])=[CH:64][CH:65]=[CH:66][C:58]=5[NH:57]4)=[CH:54][CH:53]=3)=[O:51])[CH2:46][CH2:45]2)=[O:43])[CH2:41][CH2:40]1, predict the reactants needed to synthesize it. The reactants are: N[C:2]1[CH:10]=[CH:9][CH:8]=[C:7]2[C:3]=1CO[C:6]2=O.C1([C:15](N2CCN(C(C3C=CC(C=O)=CC=3)=O)CC2)=[O:16])CC1.[O-]S([O-])(=O)=O.[Mg+2].[CH:39]1([C:42]([N:44]2[CH2:49][CH2:48][N:47]([C:50]([C:52]3[CH:69]=[CH:68][C:55](/[CH:56]=[N:57]/[C:58]4[CH:66]=[CH:65][CH:64]=[C:63]5[C:59]=4[CH2:60][O:61][C:62]5=[O:67])=[CH:54][CH:53]=3)=[O:51])[CH2:46][CH2:45]2)=[O:43])[CH2:41][CH2:40]1.C(=O)C1C=CC=CC=1.C[O-].[Na+].C(OCC)(=O)CC.